Dataset: Full USPTO retrosynthesis dataset with 1.9M reactions from patents (1976-2016). Task: Predict the reactants needed to synthesize the given product. (1) Given the product [Cl:21][C:13]1[C:14]2[C:9](=[CH:8][C:7]([C:2]3[CH:3]=[CH:4][CH:5]=[CH:6][C:1]=3[CH3:18])=[CH:16][CH:15]=2)[CH:10]=[N:11][N:12]=1, predict the reactants needed to synthesize it. The reactants are: [C:1]1([CH3:18])[CH:6]=[CH:5][CH:4]=[CH:3][C:2]=1[C:7]1[CH:8]=[C:9]2[C:14](=[CH:15][CH:16]=1)[C:13](O)=[N:12][N:11]=[CH:10]2.P(Cl)(Cl)([Cl:21])=O. (2) Given the product [Cl:28][C:29]1[C:30]([O:38][CH3:39])=[N:31][CH:32]=[CH:33][C:34]=1[C:11]1[NH:12][C:13]2[C:9]([CH:10]=1)=[CH:8][C:7]([C:6]1[N:2]([CH3:1])[N:3]=[C:4]([C:24]([F:27])([F:26])[F:25])[CH:5]=1)=[CH:15][CH:14]=2, predict the reactants needed to synthesize it. The reactants are: [CH3:1][N:2]1[C:6]([C:7]2[CH:8]=[C:9]3[C:13](=[CH:14][CH:15]=2)[NH:12][C:11](OS(C(F)(F)F)(=O)=O)=[CH:10]3)=[CH:5][C:4]([C:24]([F:27])([F:26])[F:25])=[N:3]1.[Cl:28][C:29]1[C:30]([O:38][CH3:39])=[N:31][CH:32]=[CH:33][C:34]=1B(O)O. (3) Given the product [CH:15]1([NH:18][CH:2]([C:4]2[NH:13][C:12](=[O:14])[C:11]3[C:6](=[CH:7][CH:8]=[CH:9][CH:10]=3)[N:5]=2)[CH3:3])[CH2:17][CH2:16]1, predict the reactants needed to synthesize it. The reactants are: Br[CH:2]([C:4]1[NH:13][C:12](=[O:14])[C:11]2[C:6](=[CH:7][CH:8]=[CH:9][CH:10]=2)[N:5]=1)[CH3:3].[CH:15]1([NH2:18])[CH2:17][CH2:16]1.